Dataset: Full USPTO retrosynthesis dataset with 1.9M reactions from patents (1976-2016). Task: Predict the reactants needed to synthesize the given product. (1) Given the product [CH3:9][C:3]1[C:4]([N+:10]([O-:12])=[O:11])=[CH:5][CH:6]=[C:7]([CH3:8])[C:2]=1[Br:1], predict the reactants needed to synthesize it. The reactants are: [Br:1][C:2]1[C:7]([CH3:8])=[CH:6][CH:5]=[CH:4][C:3]=1[CH3:9].[N+:10]([O-])([OH:12])=[O:11]. (2) Given the product [Cl:2][C:3]1[CH:4]=[CH:5][C:6]2[CH2:12][CH2:11][C:10]3[CH:13]=[CH:14][CH:15]=[CH:16][C:9]=3[N:8]([CH2:17][CH2:18][NH:19][S:37]([C:34]3[CH:33]=[CH:32][C:31]([O:30][C:29]([F:28])([F:41])[F:42])=[CH:36][CH:35]=3)(=[O:39])=[O:38])[C:7]=2[CH:20]=1, predict the reactants needed to synthesize it. The reactants are: Cl.[Cl:2][C:3]1[CH:4]=[CH:5][C:6]2[CH2:12][CH2:11][C:10]3[CH:13]=[CH:14][CH:15]=[CH:16][C:9]=3[N:8]([CH2:17][CH2:18][NH2:19])[C:7]=2[CH:20]=1.CCN(CC)CC.[F:28][C:29]([F:42])([F:41])[O:30][C:31]1[CH:36]=[CH:35][C:34]([S:37](Cl)(=[O:39])=[O:38])=[CH:33][CH:32]=1. (3) Given the product [Cl:2][C:3]1[CH:4]=[N:5][N:6]([CH2:8][C:14]([CH2:13][CH2:12][C:11]([F:10])([F:19])[F:20])([C:15]#[N:16])[C:17]#[N:18])[CH:7]=1, predict the reactants needed to synthesize it. The reactants are: Cl.[Cl:2][C:3]1[CH:4]=[N:5][N:6]([CH2:8]Cl)[CH:7]=1.[F:10][C:11]([F:20])([F:19])[CH2:12][CH2:13][CH:14]([C:17]#[N:18])[C:15]#[N:16].C(=O)([O-])[O-].[K+].[K+].O. (4) Given the product [NH2:16][C:13]1[CH:12]=[CH:11][C:10]([C:8]([N:5]2[CH2:4][CH2:3][N:2]([CH3:1])[CH2:7][CH2:6]2)=[O:9])=[CH:15][CH:14]=1, predict the reactants needed to synthesize it. The reactants are: [CH3:1][N:2]1[CH2:7][CH2:6][N:5]([C:8]([C:10]2[CH:15]=[CH:14][C:13]([N+:16]([O-])=O)=[CH:12][CH:11]=2)=[O:9])[CH2:4][CH2:3]1. (5) Given the product [Si:45]([O:62][CH2:63][C@@H:64]1[CH2:68][C@H:67]([N:41]2[C:37]3[N:38]=[CH:39][N:40]=[C:35]([Cl:34])[C:36]=3[C:43]([I:44])=[CH:42]2)[CH2:66][N:65]1[C:70]([O:72][C:73]([CH3:76])([CH3:75])[CH3:74])=[O:71])([C:58]([CH3:60])([CH3:61])[CH3:59])([C:52]1[CH:57]=[CH:56][CH:55]=[CH:54][CH:53]=1)[C:46]1[CH:51]=[CH:50][CH:49]=[CH:48][CH:47]=1, predict the reactants needed to synthesize it. The reactants are: C1(P(C2C=CC=CC=2)C2C=CC=CC=2)C=CC=CC=1.CC(OC(/N=N/C(OC(C)C)=O)=O)C.[Cl:34][C:35]1[C:36]2[C:43]([I:44])=[CH:42][NH:41][C:37]=2[N:38]=[CH:39][N:40]=1.[Si:45]([O:62][CH2:63][C@@H:64]1[CH2:68][C@@H:67](O)[CH2:66][N:65]1[C:70]([O:72][C:73]([CH3:76])([CH3:75])[CH3:74])=[O:71])([C:58]([CH3:61])([CH3:60])[CH3:59])([C:52]1[CH:57]=[CH:56][CH:55]=[CH:54][CH:53]=1)[C:46]1[CH:51]=[CH:50][CH:49]=[CH:48][CH:47]=1. (6) Given the product [C:1]([O:5][C:6](=[O:37])[NH:7][C@H:8]1[CH2:13][CH2:12][CH2:11][N:10]([C:14]2[N:22]([CH2:42][C:43]3[CH:48]=[CH:47][CH:46]=[CH:45][N:44]=3)[C:21]3[C:20](=[O:23])[N:19]([CH2:24][C:25]([C:27]4[CH:32]=[CH:31][CH:30]=[C:29]([O:33][CH3:34])[CH:28]=4)=[O:26])[CH:18]=[N:17][C:16]=3[C:15]=2[C:35]#[N:36])[CH2:9]1)([CH3:4])([CH3:2])[CH3:3], predict the reactants needed to synthesize it. The reactants are: [C:1]([O:5][C:6](=[O:37])[NH:7][C@H:8]1[CH2:13][CH2:12][CH2:11][N:10]([C:14]2[NH:22][C:21]3[C:20](=[O:23])[N:19]([CH2:24][C:25]([C:27]4[CH:32]=[CH:31][CH:30]=[C:29]([O:33][CH3:34])[CH:28]=4)=[O:26])[CH:18]=[N:17][C:16]=3[C:15]=2[C:35]#[N:36])[CH2:9]1)([CH3:4])([CH3:3])[CH3:2].[I-].[K+].Cl.Cl[CH2:42][C:43]1[CH:48]=[CH:47][CH:46]=[CH:45][N:44]=1.C(N(C(C)C)CC)(C)C. (7) The reactants are: Cl([O-])=O.[Na+].[Cl:5][C:6]1[CH:13]=[CH:12][C:9]([CH:10]=[O:11])=[CH:8][C:7]=1[F:14].S(N)(=O)(=O)[OH:16].C(O)(C)(C)C. Given the product [Cl:5][C:6]1[CH:13]=[CH:12][C:9]([C:10]([OH:16])=[O:11])=[CH:8][C:7]=1[F:14], predict the reactants needed to synthesize it. (8) Given the product [CH3:16][O:17][C:18]1[CH:19]=[C:20]([NH:21][C:3]([S:14][CH3:15])=[C:4]2[C:9](=[O:10])[O:8][C:7]([CH3:12])([CH3:11])[O:6][C:5]2=[O:13])[CH:22]=[CH:23][C:24]=1[O:25][CH3:26], predict the reactants needed to synthesize it. The reactants are: CS[C:3]([S:14][CH3:15])=[C:4]1[C:9](=[O:10])[O:8][C:7]([CH3:12])([CH3:11])[O:6][C:5]1=[O:13].[CH3:16][O:17][C:18]1[CH:19]=[C:20]([CH:22]=[CH:23][C:24]=1[O:25][CH3:26])[NH2:21]. (9) Given the product [CH2:39]([O:38][C:36]([C:35]1[C:31]([C:30]([F:41])([F:42])[F:29])=[N:32][N:33]([CH2:2][C:3]2[CH:4]=[C:5]3[C:9](=[CH:10][CH:11]=2)[CH2:8][C@H:7]([NH:12][S:13]([CH:16]([CH3:18])[CH3:17])(=[O:15])=[O:14])[CH2:6]3)[CH:34]=1)=[O:37])[CH3:40], predict the reactants needed to synthesize it. The reactants are: O[CH2:2][C:3]1[CH:4]=[C:5]2[C:9](=[CH:10][CH:11]=1)[CH2:8][C@H:7]([NH:12][S:13]([CH:16]([CH3:18])[CH3:17])(=[O:15])=[O:14])[CH2:6]2.S(Cl)(Cl)=O.C(=O)([O-])[O-].[K+].[K+].[F:29][C:30]([F:42])([F:41])[C:31]1[C:35]([C:36]([O:38][CH2:39][CH3:40])=[O:37])=[CH:34][NH:33][N:32]=1. (10) The reactants are: [CH3:1][O:2][C:3]1[CH:8]=[CH:7][C:6]([C:9]2[CH:14]=[CH:13][CH:12]=[CH:11][CH:10]=2)=[CH:5][C:4]=1[NH:15][C:16]([C:18]1[NH:19][CH:20]=[CH:21][N:22]=1)=O.COC1C=CC(P2(SP(C3C=CC(OC)=CC=3)(=S)S2)=[S:32])=CC=1.O. Given the product [CH3:1][O:2][C:3]1[CH:8]=[CH:7][C:6]([C:9]2[CH:14]=[CH:13][CH:12]=[CH:11][CH:10]=2)=[CH:5][C:4]=1[NH:15][C:16]([C:18]1[NH:19][CH:20]=[CH:21][N:22]=1)=[S:32], predict the reactants needed to synthesize it.